Dataset: Retrosynthesis with 50K atom-mapped reactions and 10 reaction types from USPTO. Task: Predict the reactants needed to synthesize the given product. (1) The reactants are: COc1ccc(B(O)O)c(OC)n1.O=C(COCC(=O)Nc1ccc(Cl)cc1C(=O)O)Nc1cccc(Br)c1. Given the product COc1ccc(-c2cccc(NC(=O)COCC(=O)Nc3ccc(Cl)cc3C(=O)O)c2)c(OC)n1, predict the reactants needed to synthesize it. (2) Given the product CCN1N=C(c2ccc(OC)c(OC)c2)[C@@H]2CCCC[C@@H]2C1=O, predict the reactants needed to synthesize it. The reactants are: CCBr.COc1ccc(C2=NN(C)C(=O)[C@H]3CCCC[C@@H]23)cc1OC. (3) Given the product O=C(O)c1cc(OCC(=O)c2ccccc2)cc(C(F)(F)F)c1, predict the reactants needed to synthesize it. The reactants are: O=C(CBr)c1ccccc1.O=C(O)c1cc(O)cc(C(F)(F)F)c1. (4) Given the product CN(C)Cc1ccc(CNC(=O)c2cccc(C#N)c2)cc1, predict the reactants needed to synthesize it. The reactants are: CN(C)Cc1ccc(CN)cc1.N#Cc1cccc(C(=O)Cl)c1.